From a dataset of Forward reaction prediction with 1.9M reactions from USPTO patents (1976-2016). Predict the product of the given reaction. (1) Given the reactants [NH:1]1[C:9]2[C:4](=[CH:5][CH:6]=[CH:7][CH:8]=2)[C:3]([S:10][CH2:11][C:12]([O:14]C)=[O:13])=[CH:2]1, predict the reaction product. The product is: [NH:1]1[C:9]2[C:4](=[CH:5][CH:6]=[CH:7][CH:8]=2)[C:3]([S:10][CH2:11][C:12]([OH:14])=[O:13])=[CH:2]1. (2) Given the reactants OCC(O)C[O:5][C:6]1[CH:11]=[CH:10][C:9]([CH:12]=[CH:13][C:14]2[CH:19]=[CH:18][C:17]([N:20]([C:28]3[CH:33]=[CH:32][C:31]([CH3:34])=[CH:30][CH:29]=3)[C:21]3[CH:26]=[CH:25][C:24]([CH3:27])=[CH:23][CH:22]=3)=[CH:16][CH:15]=2)=[CH:8][CH:7]=1, predict the reaction product. The product is: [OH:5][C:6]1[CH:11]=[CH:10][C:9]([CH:12]=[CH:13][C:14]2[CH:19]=[CH:18][C:17]([N:20]([C:28]3[CH:29]=[CH:30][C:31]([CH3:34])=[CH:32][CH:33]=3)[C:21]3[CH:26]=[CH:25][C:24]([CH3:27])=[CH:23][CH:22]=3)=[CH:16][CH:15]=2)=[CH:8][CH:7]=1. (3) Given the reactants [NH2:1][C:2]1[N:7]=[C:6]([NH:8][C@H:9]([C:11]2[N:12]([C:28]3[CH:33]=[CH:32][CH:31]=[CH:30][CH:29]=3)[C:13](=[O:27])[C:14]3[C:19]([CH:20]=2)=[CH:18][CH:17]=[CH:16][C:15]=3[C:21]2[CH:22]=[N:23][N:24]([CH3:26])[CH:25]=2)[CH3:10])[C:5](I)=[CH:4][N:3]=1.[C-:35]#[N:36].[Na+], predict the reaction product. The product is: [NH2:1][C:2]1[N:7]=[C:6]([NH:8][C@H:9]([C:11]2[N:12]([C:28]3[CH:33]=[CH:32][CH:31]=[CH:30][CH:29]=3)[C:13](=[O:27])[C:14]3[C:19]([CH:20]=2)=[CH:18][CH:17]=[CH:16][C:15]=3[C:21]2[CH:22]=[N:23][N:24]([CH3:26])[CH:25]=2)[CH3:10])[C:5]([C:35]#[N:36])=[CH:4][N:3]=1. (4) Given the reactants [CH3:1][N:2]([CH3:6])[CH2:3][CH2:4][OH:5].Cl[C:8]1[N:13]=[CH:12][C:11](/[C:14](/[C:24]2[CH:29]=[CH:28][C:27]([OH:30])=[CH:26][CH:25]=2)=[C:15](\[C:18]2[CH:23]=[CH:22][CH:21]=[CH:20][CH:19]=2)/[CH2:16][CH3:17])=[CH:10][CH:9]=1, predict the reaction product. The product is: [CH3:1][N:2]([CH3:6])[CH2:3][CH2:4][O:5][C:8]1[N:13]=[CH:12][C:11](/[C:14](/[C:24]2[CH:25]=[CH:26][C:27]([OH:30])=[CH:28][CH:29]=2)=[C:15](\[C:18]2[CH:23]=[CH:22][CH:21]=[CH:20][CH:19]=2)/[CH2:16][CH3:17])=[CH:10][CH:9]=1. (5) Given the reactants [NH2:1][C:2]1[N:3]([CH3:24])[C:4](=[O:23])[C:5]2([C:15]3[C:10](=[CH:11][CH:12]=[C:13](Br)[CH:14]=3)[O:9][CH:8]([C:17]3[CH:22]=[CH:21][CH:20]=[CH:19][CH:18]=3)[CH2:7]2)[N:6]=1.[C:25]([C:27]1[CH:32]=[CH:31][CH:30]=[CH:29][C:28]=1B(O)O)#[N:26], predict the reaction product. The product is: [NH2:1][C:2]1[N:3]([CH3:24])[C:4](=[O:23])[C:5]2([C:15]3[C:10](=[CH:11][CH:12]=[C:13]([C:28]4[CH:29]=[CH:30][CH:31]=[CH:32][C:27]=4[C:25]#[N:26])[CH:14]=3)[O:9][CH:8]([C:17]3[CH:22]=[CH:21][CH:20]=[CH:19][CH:18]=3)[CH2:7]2)[N:6]=1.